From a dataset of Forward reaction prediction with 1.9M reactions from USPTO patents (1976-2016). Predict the product of the given reaction. (1) Given the reactants Cl[C:2]1[CH:3]=[C:4]([CH:23]=[CH:24][C:25]=1Cl)[O:5][CH:6]1[CH2:11][CH2:10][N:9]([S:12]([C:15]2[C:16]([CH3:22])=[N:17][N:18]([CH3:21])[C:19]=2[CH3:20])(=[O:14])=[O:13])[CH2:8][CH2:7]1.[CH3:27]N1C(C)=C(S(Cl)(=O)=O)C(C)=N1.Cl.C1(C)C=CC(OC2CCNCC2)=CC=1, predict the reaction product. The product is: [CH3:27][C:25]1[CH:24]=[CH:23][C:4]([O:5][CH:6]2[CH2:11][CH2:10][N:9]([S:12]([C:15]3[C:16]([CH3:22])=[N:17][N:18]([CH3:21])[C:19]=3[CH3:20])(=[O:14])=[O:13])[CH2:8][CH2:7]2)=[CH:3][CH:2]=1. (2) Given the reactants CC(C)=O.C(=O)=O.C[O:9][C:10]1[CH:11]=[C:12]([C:18](=[O:35])[CH:19]=[C:20]2[C:33]3[C:28](=[CH:29][CH:30]=[CH:31][CH:32]=3)[C:27](=[O:34])[C:26]3[CH:25]=[CH:24][CH:23]=[CH:22][C:21]2=3)[CH:13]=[CH:14][C:15]=1[O:16]C.B(Br)(Br)Br.O, predict the reaction product. The product is: [OH:9][C:10]1[CH:11]=[C:12]([C:18](=[O:35])[CH:19]=[C:20]2[C:33]3[C:28](=[CH:29][CH:30]=[CH:31][CH:32]=3)[C:27](=[O:34])[C:26]3[CH:25]=[CH:24][CH:23]=[CH:22][C:21]2=3)[CH:13]=[CH:14][C:15]=1[OH:16]. (3) Given the reactants [F:1][C:2]1[CH:7]=[CH:6][C:5]([C@H:8]([NH:10][C@H:11]2[CH2:15][CH2:14][C@@H:13]([C:16]3[CH:26]=[CH:25][C:19]([O:20][CH2:21][C:22](O)=[O:23])=[CH:18][CH:17]=3)[CH2:12]2)[CH3:9])=[CH:4][C:3]=1[O:27][CH3:28].Cl.[NH2:30][CH2:31][CH2:32][C:33]([NH2:35])=[O:34], predict the reaction product. The product is: [F:1][C:2]1[CH:7]=[CH:6][C:5]([C@H:8]([NH:10][C@H:11]2[CH2:15][CH2:14][C@@H:13]([C:16]3[CH:17]=[CH:18][C:19]([O:20][CH2:21][C:22]([NH:30][CH2:31][CH2:32][C:33]([NH2:35])=[O:34])=[O:23])=[CH:25][CH:26]=3)[CH2:12]2)[CH3:9])=[CH:4][C:3]=1[O:27][CH3:28]. (4) Given the reactants [H-].[Na+].[CH3:3][O:4][C:5]1[CH:10]=[CH:9][C:8]([C:11]2[CH:16]=[CH:15][C:14]([CH3:17])=[C:13]([OH:18])[CH:12]=2)=[CH:7][CH:6]=1.Br[CH2:20][CH:21]([O:24][CH3:25])[O:22][CH3:23], predict the reaction product. The product is: [CH3:23][O:22][CH:21]([O:24][CH3:25])[CH2:20][O:18][C:13]1[CH:12]=[C:11]([C:8]2[CH:7]=[CH:6][C:5]([O:4][CH3:3])=[CH:10][CH:9]=2)[CH:16]=[CH:15][C:14]=1[CH3:17]. (5) Given the reactants [CH3:1][C:2]1[CH:16]=[CH:15][C:5]([C:6]([NH:8][C:9]2[CH:14]=[CH:13][CH:12]=[CH:11][CH:10]=2)=O)=[CH:4][CH:3]=1.P(Cl)(Cl)(Cl)(Cl)Cl.[CH2:23]([O:25][C:26](=[O:29])[C:27]#[N:28])[CH3:24].Cl[Sn](Cl)(Cl)Cl, predict the reaction product. The product is: [CH3:1][C:2]1[CH:16]=[CH:15][C:5]([C:6]2[N:28]=[C:27]([C:26]([O:25][CH2:23][CH3:24])=[O:29])[C:14]3[C:9](=[CH:10][CH:11]=[CH:12][CH:13]=3)[N:8]=2)=[CH:4][CH:3]=1. (6) Given the reactants Cl.Cl.Cl.[NH2:4][C@@H:5]([C:11]([N:13]1[CH2:18][CH2:17][N:16]([CH:19]2[CH2:24][CH2:23][N:22]([CH3:25])[CH2:21][CH2:20]2)[CH2:15][CH2:14]1)=[O:12])[CH2:6][CH2:7][C:8](=[O:10])[OH:9].[Cl:26][C:27]1[CH:28]=[C:29]2[C:33](=[CH:34][CH:35]=1)[NH:32][C:31]([C:36](O)=[O:37])=[CH:30]2, predict the reaction product. The product is: [Cl:26][C:27]1[CH:28]=[C:29]2[C:33](=[CH:34][CH:35]=1)[NH:32][C:31]([C:36]([NH:4][C@@H:5]([C:11]([N:13]1[CH2:14][CH2:15][N:16]([CH:19]3[CH2:24][CH2:23][N:22]([CH3:25])[CH2:21][CH2:20]3)[CH2:17][CH2:18]1)=[O:12])[CH2:6][CH2:7][C:8](=[O:9])[OH:10])=[O:37])=[CH:30]2. (7) Given the reactants [C:1]1([C:7]2[CH:15]=[CH:14][CH:13]=[C:12]3[C:8]=2[CH:9]=[CH:10][NH:11]3)[CH:6]=[CH:5][CH:4]=[CH:3][CH:2]=1.C([Mg]Br)C.[F:20][C:21]([F:38])([F:37])[CH:22]1[CH2:24][N:23]1[S:25]([C:28]1[C:33]([CH3:34])=[CH:32][C:31]([CH3:35])=[CH:30][C:29]=1[CH3:36])(=[O:27])=[O:26], predict the reaction product. The product is: [CH3:36][C:29]1[CH:30]=[C:31]([CH3:35])[CH:32]=[C:33]([CH3:34])[C:28]=1[S:25]([NH:23][CH:22]([CH2:24][C:9]1[C:8]2[C:12](=[CH:13][CH:14]=[CH:15][C:7]=2[C:1]2[CH:2]=[CH:3][CH:4]=[CH:5][CH:6]=2)[NH:11][CH:10]=1)[C:21]([F:38])([F:20])[F:37])(=[O:26])=[O:27]. (8) Given the reactants CS(C)=O.C(Cl)(=O)C(Cl)=O.[OH:11][CH2:12][CH2:13][CH:14]1[C:19]2[CH:20]=[CH:21][C:22]([C:24]#[N:25])=[CH:23][C:18]=2[CH2:17][CH2:16][O:15]1.C(N(CC)CC)C, predict the reaction product. The product is: [O:11]=[CH:12][CH2:13][CH:14]1[C:19]2[CH:20]=[CH:21][C:22]([C:24]#[N:25])=[CH:23][C:18]=2[CH2:17][CH2:16][O:15]1. (9) Given the reactants C[O:2][C:3](=[O:13])[C@:4]([CH2:8][O:9][CH:10]([F:12])[F:11])([CH3:7])[CH:5]=[CH2:6].O.[OH-].[Li+].Cl, predict the reaction product. The product is: [F:11][CH:10]([F:12])[O:9][CH2:8][C@@:4]([CH3:7])([CH:5]=[CH2:6])[C:3]([OH:13])=[O:2].